From a dataset of Full USPTO retrosynthesis dataset with 1.9M reactions from patents (1976-2016). Predict the reactants needed to synthesize the given product. (1) Given the product [CH:27]1([C:15]([C:12]2[CH:11]=[CH:10][C:9]([OH:8])=[CH:14][CH:13]=2)([CH3:26])[C:16]([O:18][CH:19]2[CH2:24][CH2:23][N:22]([CH3:25])[CH2:21][CH2:20]2)=[O:17])[CH2:31][CH2:30][CH2:29][CH2:28]1, predict the reactants needed to synthesize it. The reactants are: [Si]([O:8][C:9]1[CH:14]=[CH:13][C:12]([C:15]([CH:27]2[CH2:31][CH2:30][CH2:29][CH2:28]2)([CH3:26])[C:16]([O:18][CH:19]2[CH2:24][CH2:23][N:22]([CH3:25])[CH2:21][CH2:20]2)=[O:17])=[CH:11][CH:10]=1)(C(C)(C)C)(C)C.Cl. (2) Given the product [F:78][C:72]1[C:73]([F:77])=[CH:74][CH:75]=[CH:76][C:71]=1[CH2:70][S:69][C:52]1[N:51]=[C:50]([NH:8][S:5]([N:1]2[CH2:4][CH2:3][CH2:2]2)(=[O:7])=[O:6])[CH:55]=[C:54]([O:56][CH:57]2[CH2:58][O:59][CH:60]([C:63]3[CH:64]=[CH:65][CH:66]=[CH:67][CH:68]=3)[O:61][CH2:62]2)[N:53]=1, predict the reactants needed to synthesize it. The reactants are: [N:1]1([S:5]([NH2:8])(=[O:7])=[O:6])[CH2:4][CH2:3][CH2:2]1.C1(P(C2CCCCC2)C2C=CC=CC=2C2C(C(C)C)=CC(C(C)C)=CC=2C(C)C)CCCCC1.C(=O)([O-])[O-].[Cs+].[Cs+].Cl[C:50]1[CH:55]=[C:54]([O:56][CH:57]2[CH2:62][O:61][CH:60]([C:63]3[CH:68]=[CH:67][CH:66]=[CH:65][CH:64]=3)[O:59][CH2:58]2)[N:53]=[C:52]([S:69][CH2:70][C:71]2[CH:76]=[CH:75][CH:74]=[C:73]([F:77])[C:72]=2[F:78])[N:51]=1.